Predict which catalyst facilitates the given reaction. From a dataset of Catalyst prediction with 721,799 reactions and 888 catalyst types from USPTO. Reactant: C([O:8][C:9]1[CH:14]=[CH:13][C:12]([N:15]2[C:19]3=[N:20][CH:21]=[C:22]([Cl:24])[CH:23]=[C:18]3[N:17]([CH:25]([CH3:27])[CH3:26])[C:16]2=[O:28])=[CH:11][CH:10]=1)C1C=CC=CC=1. Product: [Cl:24][C:22]1[CH:23]=[C:18]2[N:17]([CH:25]([CH3:27])[CH3:26])[C:16](=[O:28])[N:15]([C:12]3[CH:13]=[CH:14][C:9]([OH:8])=[CH:10][CH:11]=3)[C:19]2=[N:20][CH:21]=1. The catalyst class is: 99.